Task: Predict the product of the given reaction.. Dataset: Forward reaction prediction with 1.9M reactions from USPTO patents (1976-2016) (1) Given the reactants C(C(CCCC)C(O)CC(O)=O)C=C.[OH:15][CH:16]([CH2:26][CH2:27][CH:28]=[CH2:29])[CH:17]([CH2:22][CH:23]([CH3:25])[CH3:24])[C:18]([O:20]C)=[O:19], predict the reaction product. The product is: [OH:15][CH:16]([CH2:26][CH2:27][CH:28]=[CH2:29])[CH:17]([CH2:22][CH:23]([CH3:24])[CH3:25])[C:18]([OH:20])=[O:19]. (2) The product is: [CH3:1][O:2][C:3]1[CH:12]=[C:11]2[C:6](=[CH:5][CH:4]=1)[CH:7]1[CH:15]([C:16]([O:18][CH2:19][CH3:20])=[O:17])[CH:8]1[CH2:9][CH2:10]2. Given the reactants [CH3:1][O:2][C:3]1[CH:12]=[C:11]2[C:6]([CH:7]=[CH:8][CH2:9][CH2:10]2)=[CH:5][CH:4]=1.[N+](=[CH:15][C:16]([O:18][CH2:19][CH3:20])=[O:17])=[N-], predict the reaction product. (3) Given the reactants [CH:1]1[CH:2]=[CH:3][C:4]2[NH:11][C:9](=[O:10])[CH:8]=[C:7]([CH2:12][CH:13]([NH:17][C:18]([C:20]3[CH:21]=[CH:22][C:23]([Cl:26])=[CH:24][CH:25]=3)=[O:19])[C:14]([OH:16])=[O:15])[C:5]=2[CH:6]=1.Br[CH2:28][CH2:29][NH:30][C:31]([NH:33][C:34]1[CH:39]=[CH:38][CH:37]=[CH:36][CH:35]=1)=[O:32], predict the reaction product. The product is: [Cl:26][C:23]1[CH:24]=[CH:25][C:20]([C:18]([NH:17][CH:13]([CH2:12][C:7]2[C:5]3[C:4](=[CH:3][CH:2]=[CH:1][CH:6]=3)[NH:11][C:9](=[O:10])[CH:8]=2)[C:14]([O:16][CH2:28][CH2:29][NH:30][C:31]([NH:33][C:34]2[CH:39]=[CH:38][CH:37]=[CH:36][CH:35]=2)=[O:32])=[O:15])=[O:19])=[CH:21][CH:22]=1. (4) Given the reactants [F:1][C:2]1[CH:38]=[CH:37][CH:36]=[C:35]([F:39])[C:3]=1[C:4]([NH:6][C:7]1[CH:12]=[CH:11][CH:10]=[C:9]([C:13](=O)[CH2:14][C:15]2[CH:20]=[CH:19][N:18]=[C:17]([NH:21][C:22]3[CH:27]=[CH:26][C:25]([O:28][CH2:29][CH2:30][O:31][CH3:32])=[C:24]([F:33])[CH:23]=3)[N:16]=2)[CH:8]=1)=[O:5].BrBr.CC(O)=O.[NH2:46][C:47]([NH2:49])=[S:48], predict the reaction product. The product is: [NH2:49][C:47]1[S:48][C:14]([C:15]2[CH:20]=[CH:19][N:18]=[C:17]([NH:21][C:22]3[CH:27]=[CH:26][C:25]([O:28][CH2:29][CH2:30][O:31][CH3:32])=[C:24]([F:33])[CH:23]=3)[N:16]=2)=[C:13]([C:9]2[CH:8]=[C:7]([NH:6][C:4](=[O:5])[C:3]3[C:2]([F:1])=[CH:38][CH:37]=[CH:36][C:35]=3[F:39])[CH:12]=[CH:11][CH:10]=2)[N:46]=1. (5) Given the reactants C[O:2][C:3]([C:5]1[CH:6]=[C:7]([C:11]2[CH:16]=[CH:15][C:14]([O:17][CH3:18])=[C:13]([O:19][CH3:20])[C:12]=2[O:21][CH3:22])[CH:8]=[CH:9][CH:10]=1)=[O:4].[Li+].[OH-].Cl, predict the reaction product. The product is: [CH3:22][O:21][C:12]1[C:13]([O:19][CH3:20])=[C:14]([O:17][CH3:18])[CH:15]=[CH:16][C:11]=1[C:7]1[CH:8]=[CH:9][CH:10]=[C:5]([C:3]([OH:4])=[O:2])[CH:6]=1. (6) Given the reactants [Cl:1][C:2]1[CH:10]=[C:9]([C:11]([NH:13][C@H:14]([C:16]2[NH:20][C:19]3[CH:21]=[CH:22][C:23]([Cl:25])=[CH:24][C:18]=3[N:17]=2)[CH3:15])=[O:12])[CH:8]=[CH:7][C:3]=1[C:4]([OH:6])=O.CN(C(ON1N=NC2C=CC=CC1=2)=[N+](C)C)C.[B-](F)(F)(F)F.C(N(C(C)C)CC)(C)C.[C:57]([O:61][C:62]([NH:64][CH2:65][C@H:66]1[CH2:70][CH2:69][CH2:68][NH:67]1)=[O:63])([CH3:60])([CH3:59])[CH3:58].ClCl, predict the reaction product. The product is: [Cl:25][C:23]1[CH:22]=[CH:21][C:19]2[NH:20][C:16]([C@@H:14]([NH:13][C:11](=[O:12])[C:9]3[CH:8]=[CH:7][C:3]([C:4]([N:67]4[CH2:68][CH2:69][CH2:70][C@@H:66]4[CH2:65][NH:64][C:62]([O:61][C:57]([CH3:60])([CH3:59])[CH3:58])=[O:63])=[O:6])=[C:2]([Cl:1])[CH:10]=3)[CH3:15])=[N:17][C:18]=2[CH:24]=1. (7) Given the reactants [F:1][C@H:2]1[C@@H:7]([O:8][C:9]2[CH:16]=[CH:15][C:14]([C:17]3[N:22]=[C:21]([NH:23][C:24]4[CH:29]=[CH:28][C:27]([N:30]5[CH2:35][CH2:34][N:33]([CH:36]6[CH2:39][O:38][CH2:37]6)[CH2:32][CH2:31]5)=[CH:26][CH:25]=4)[N:20]=[CH:19][N:18]=3)=[CH:13][C:10]=2[C:11]#[N:12])[CH2:6][CH2:5][NH:4][CH2:3]1.[OH:40][C@@H:41]([CH3:45])[C:42](O)=[O:43].CN(C(ON1N=NC2C=CC=NC1=2)=[N+](C)C)C.F[P-](F)(F)(F)(F)F.C(N(CC)CC)C, predict the reaction product. The product is: [F:1][C@H:2]1[C@@H:7]([O:8][C:9]2[CH:16]=[CH:15][C:14]([C:17]3[N:22]=[C:21]([NH:23][C:24]4[CH:29]=[CH:28][C:27]([N:30]5[CH2:31][CH2:32][N:33]([CH:36]6[CH2:39][O:38][CH2:37]6)[CH2:34][CH2:35]5)=[CH:26][CH:25]=4)[N:20]=[CH:19][N:18]=3)=[CH:13][C:10]=2[C:11]#[N:12])[CH2:6][CH2:5][N:4]([C:42](=[O:43])[C@@H:41]([OH:40])[CH3:45])[CH2:3]1.